Dataset: Forward reaction prediction with 1.9M reactions from USPTO patents (1976-2016). Task: Predict the product of the given reaction. (1) The product is: [Br:1][C:2]1[C:7]([CH2:8][CH3:9])=[CH:6][CH:5]=[C:4]2[C:3]=1[CH:13]=[CH:14][NH:15]2. Given the reactants [Br:1][C:2]1[C:7]([CH2:8][CH3:9])=[CH:6][CH:5]=[C:4]([N+]([O-])=O)[C:3]=1[CH:13]=[CH:14][N:15]1CCCC1, predict the reaction product. (2) Given the reactants C[O:2][C:3]1[CH:4]=[CH:5][C:6]2[S:10][CH:9]=[CH:8][C:7]=2[CH:11]=1.Cl.N1C=CC=CC=1, predict the reaction product. The product is: [OH:2][C:3]1[CH:4]=[CH:5][C:6]2[S:10][CH:9]=[CH:8][C:7]=2[CH:11]=1. (3) Given the reactants C(N(CC)C(C)C)(C)C.N1C=CC=CC=1.S(=O)(=O)=O.[O:20]=[C:21]1[C@@H:27]([NH:28][C:29](=[O:53])[C@@H:30]([OH:52])[C@@H:31]([NH:35][C:36]([C:38]2([NH:44][C:45]([N:47]3[CH2:51][CH2:50][S:49][CH2:48]3)=[O:46])[CH2:43][CH2:42][CH2:41][CH2:40][CH2:39]2)=[O:37])[CH:32]([CH3:34])[CH3:33])[CH2:26][CH2:25][CH2:24][CH2:23][NH:22]1, predict the reaction product. The product is: [O:20]=[C:21]1[C@@H:27]([NH:28][C:29](=[O:53])[C:30](=[O:52])[C@@H:31]([NH:35][C:36]([C:38]2([NH:44][C:45]([N:47]3[CH2:51][CH2:50][S:49][CH2:48]3)=[O:46])[CH2:39][CH2:40][CH2:41][CH2:42][CH2:43]2)=[O:37])[CH:32]([CH3:33])[CH3:34])[CH2:26][CH2:25][CH2:24][CH2:23][NH:22]1. (4) Given the reactants [C:1]([C:5]1[CH:6]=[C:7]([CH:9]=[C:10]([I:14])[C:11]=1[O:12][CH3:13])[NH2:8])([CH3:4])([CH3:3])[CH3:2].C([CH:17]([Cl:22])[CH2:18][N:19]=[C:20]=[O:21])C, predict the reaction product. The product is: [C:1]([C:5]1[CH:6]=[C:7]([NH:8][C:20]([NH:19][CH2:18][CH2:17][Cl:22])=[O:21])[CH:9]=[C:10]([I:14])[C:11]=1[O:12][CH3:13])([CH3:4])([CH3:2])[CH3:3]. (5) Given the reactants [CH2:1]([S:3][C:4]1[C:5]([C:10]2[N:25]([CH3:26])[C:13]3=[N:14][CH:15]=[C:16]([C:18]([F:24])([F:23])[C:19]([F:22])([F:21])[F:20])[CH:17]=[C:12]3[N:11]=2)=[N:6][CH:7]=[CH:8][CH:9]=1)[CH3:2].ClC1C=CC=C(C(OO)=[O:35])C=1.C(=O)(O)[O-].[Na+].S([O-])([O-])(=O)=S.[Na+].[Na+], predict the reaction product. The product is: [CH2:1]([S:3]([C:4]1[C:5]([C:10]2[N:25]([CH3:26])[C:13]3=[N:14][CH:15]=[C:16]([C:18]([F:24])([F:23])[C:19]([F:20])([F:21])[F:22])[CH:17]=[C:12]3[N:11]=2)=[N:6][CH:7]=[CH:8][CH:9]=1)=[O:35])[CH3:2].